The task is: Binary Classification. Given a drug SMILES string, predict its activity (active/inactive) in a high-throughput screening assay against a specified biological target.. This data is from M1 muscarinic receptor agonist screen with 61,833 compounds. (1) The molecule is O=C(NC1CCCC1)C(N(c1cc2OCOc2cc1)C(=O)c1occc1)c1cc(OC)c(OC)cc1. The result is 0 (inactive). (2) The molecule is Clc1cc(c(OC)cc1)C(=O)CSc1nc(N)cc(n1)N. The result is 0 (inactive). (3) The compound is S(=O)(=O)(NCCC(=O)NCc1cc2OCOc2cc1)c1cc(c(cc1)C)C. The result is 0 (inactive). (4) The compound is O(CCCNC(=O)Cn1nc(c2ccccc2)ccc1=O)CC. The result is 0 (inactive). (5) The molecule is o1c(c(c(cc1=O)C)C(=O)Nc1cc2c(nc1)cccc2)C. The result is 0 (inactive).